This data is from Forward reaction prediction with 1.9M reactions from USPTO patents (1976-2016). The task is: Predict the product of the given reaction. (1) Given the reactants [CH:1]1([CH3:13])[CH2:6][CH2:5][CH:4]([CH:7]([CH3:9])[CH3:8])[CH:3]([C:10](Cl)=[O:11])[CH2:2]1.N[C:15]1[CH:20]=[CH:19][C:18]([CH:21](CC)[C:22]([NH2:24])=[O:23])=C[CH:16]=1.C([N:29]([CH2:32][CH3:33])CC)C.[CH2:34](Cl)Cl, predict the reaction product. The product is: [NH2:24][C:22](=[O:23])[CH2:21][CH2:18][CH2:19][C:20]1[CH:34]=[CH:33][C:32]([NH:29][C:10]([CH:3]2[CH2:2][C@H:1]([CH3:13])[CH2:6][CH2:5][C@H:4]2[CH:7]([CH3:9])[CH3:8])=[O:11])=[CH:16][CH:15]=1. (2) The product is: [CH2:32]([C:22]1[CH:23]=[C:24]([C:28]2[N:29]=[C:12]([C:7]3[S:8][C:9]([CH:10]=[O:11])=[C:5]([CH2:3][CH3:4])[CH:6]=3)[O:14][N:31]=2)[CH:25]=[C:26]([CH3:27])[C:21]=1[CH2:20][CH2:19][C:18]([OH:34])=[O:17])[CH3:33]. Given the reactants [OH-].[Na+].[CH2:3]([C:5]1[CH:6]=[C:7]([C:12]([OH:14])=O)[S:8][C:9]=1[CH:10]=[O:11])[CH3:4].C([O:17][C:18](=[O:34])[CH2:19][CH2:20][C:21]1[C:26]([CH3:27])=[CH:25][C:24]([C:28](=[NH:31])[NH:29]O)=[CH:23][C:22]=1[CH2:32][CH3:33])C, predict the reaction product.